Dataset: Forward reaction prediction with 1.9M reactions from USPTO patents (1976-2016). Task: Predict the product of the given reaction. Given the reactants [CH3:1][O:2][C:3]1[C:4]([S:15](F)(=[O:17])=[O:16])=[CH:5][C:6]2[CH2:12][CH2:11][N:10]([CH3:13])[CH2:9][CH2:8][C:7]=2[CH:14]=1.[F:19][C:20]1[CH:25]=[CH:24][C:23]([Mg]Br)=[CH:22][CH:21]=1.O.O.O.O.C(C(C(C([O-])=O)O)O)([O-])=O.[K+].[Na+].C(OCC)C, predict the reaction product. The product is: [F:19][C:20]1[CH:25]=[CH:24][C:23]([S:15]([C:4]2[C:3]([O:2][CH3:1])=[CH:14][C:7]3[CH2:8][CH2:9][N:10]([CH3:13])[CH2:11][CH2:12][C:6]=3[CH:5]=2)(=[O:17])=[O:16])=[CH:22][CH:21]=1.